This data is from Forward reaction prediction with 1.9M reactions from USPTO patents (1976-2016). The task is: Predict the product of the given reaction. (1) Given the reactants [CH3:1][O:2][C:3]([C:5]1[CH:17]=[CH:16][C:8]([O:9][CH:10]([CH3:15])[CH2:11][C:12]([OH:14])=O)=[CH:7][CH:6]=1)=[O:4].FC(F)(F)S(O)(=O)=O, predict the reaction product. The product is: [CH3:15][CH:10]1[CH2:11][C:12](=[O:14])[C:7]2[C:8](=[CH:16][CH:17]=[C:5]([C:3]([O:2][CH3:1])=[O:4])[CH:6]=2)[O:9]1. (2) Given the reactants [CH3:1][O:2][C:3]1[CH:4]=[C:5]([C:12]2[CH2:17][S:16][C:15]3=[N:18][N:19]=[C:20]([C:21]4[CH:26]=[CH:25][CH:24]=[CH:23][C:22]=4[O:27][CH3:28])[N:14]3[N:13]=2)[CH:6]=[CH:7][C:8]=1[N+:9]([O-])=O.CCO, predict the reaction product. The product is: [NH2:9][C:8]1[CH:7]=[CH:6][C:5]([C:12]2[CH2:17][S:16][C:15]3=[N:18][N:19]=[C:20]([C:21]4[CH:26]=[CH:25][CH:24]=[CH:23][C:22]=4[O:27][CH3:28])[N:14]3[N:13]=2)=[CH:4][C:3]=1[O:2][CH3:1].